Dataset: Reaction yield outcomes from USPTO patents with 853,638 reactions. Task: Predict the reaction yield, written as a fraction of the theoretical maximum amount of product (1.0 means a 100% yield; for example, 0.34 means a 34% yield). (1) The reactants are [CH:1]1([C:7]2[N:11]3[C:12]4[CH:18]=[CH:17][N:16](S(C5C=CC(C)=CC=5)(=O)=O)[C:13]=4[N:14]=[CH:15][C:10]3=[C:9]([CH2:29][CH2:30][C:31]([O:33]CC)=[O:32])[N:8]=2)[CH2:6][CH2:5][CH2:4][CH2:3][CH2:2]1.[OH-].[Na+].Cl. The catalyst is O1CCOCC1. The product is [CH:1]1([C:7]2[N:11]3[C:12]4[CH:18]=[CH:17][NH:16][C:13]=4[N:14]=[CH:15][C:10]3=[C:9]([CH2:29][CH2:30][C:31]([OH:33])=[O:32])[N:8]=2)[CH2:2][CH2:3][CH2:4][CH2:5][CH2:6]1. The yield is 0.260. (2) The reactants are [C:1]([Si:5]([CH3:21])([CH3:20])[O:6][CH2:7][CH2:8][N:9]1[C:17]2[C:12](=[CH:13][C:14]([CH3:19])=[C:15]([NH2:18])[CH:16]=2)[CH:11]=[N:10]1)([CH3:4])([CH3:3])[CH3:2].[F:22][C:23]1[CH:28]=[CH:27][C:26]([C@@H:29]2[CH2:34][C:33](=[O:35])[NH:32][CH:31]=[C:30]2[C:36](Cl)=[O:37])=[CH:25][CH:24]=1. The catalyst is N1C=CC=CC=1.CN(C1C=CN=CC=1)C.Cl. The product is [C:1]([Si:5]([CH3:21])([CH3:20])[O:6][CH2:7][CH2:8][N:9]1[C:17]2[C:12](=[CH:13][C:14]([CH3:19])=[C:15]([NH:18][C:36]([C:30]3[C@H:29]([C:26]4[CH:27]=[CH:28][C:23]([F:22])=[CH:24][CH:25]=4)[CH2:34][C:33](=[O:35])[NH:32][CH:31]=3)=[O:37])[CH:16]=2)[CH:11]=[N:10]1)([CH3:4])([CH3:3])[CH3:2]. The yield is 0.303. (3) The yield is 0.760. The reactants are [CH3:1][C:2]1[CH2:7][CH2:6][CH2:5][C:4]([CH3:9])([CH3:8])[C:3]=1[CH:10]=O.[F:12][C:13]1([F:23])[O:17][C:16]2[CH:18]=[CH:19][C:20]([NH2:22])=[CH:21][C:15]=2[O:14]1.C(O)(=O)C.C([BH3-])#N.[Na+]. The catalyst is CO. The product is [F:23][C:13]1([F:12])[O:17][C:16]2[CH:18]=[CH:19][C:20]([NH:22][CH2:10][C:3]3[C:4]([CH3:8])([CH3:9])[CH2:5][CH2:6][CH2:7][C:2]=3[CH3:1])=[CH:21][C:15]=2[O:14]1. (4) The reactants are [CH3:1][CH:2]([CH3:13])[CH:3]([OH:12])[C:4]#[C:5][C:6]1[CH:11]=[CH:10][CH:9]=[CH:8][CH:7]=1.[C:14]1([SH:20])[CH:19]=[CH:18][CH:17]=[CH:16][CH:15]=1.C1(CC(SC2C=CC=CC=2)C(=O)C)C=CC=CC=1. The catalyst is ClCCCl. The product is [CH3:1][CH:2]([CH3:13])[C:3](=[O:12])[CH:4]([S:20][C:14]1[CH:19]=[CH:18][CH:17]=[CH:16][CH:15]=1)[CH2:5][C:6]1[CH:11]=[CH:10][CH:9]=[CH:8][CH:7]=1. The yield is 0.860. (5) The reactants are [F:1][CH2:2][C:3]1([S:6]([NH:9][C:10]([C@@:12]23[CH2:27][C@H:26]2[CH:25]=[CH:24][CH2:23][CH2:22][CH:21]([CH3:28])[CH2:20][C@@H:19]([CH3:29])[C@H:18]([NH:30][C:31](=[O:37])[O:32][C:33]([CH3:36])([CH3:35])[CH3:34])[C:17](=[O:38])[N:16]2[CH2:39][C@H:40]([OH:42])[CH2:41][C@H:15]2[C:14](=[O:43])[NH:13]3)=[O:11])(=[O:8])=[O:7])[CH2:5][CH2:4]1.Cl[C:45]1[C:54]2[C:49](=[CH:50][C:51]([O:55][CH3:56])=[CH:52][CH:53]=2)[N:48]=[C:47]([C:57]2[CH:62]=[CH:61][C:60]([O:63][CH:64]([CH3:66])[CH3:65])=[CH:59][CH:58]=2)[CH:46]=1.CC([O-])(C)C.[K+]. The catalyst is CS(C)=O. The product is [F:1][CH2:2][C:3]1([S:6]([NH:9][C:10]([C@@:12]23[CH2:27][C@H:26]2[CH:25]=[CH:24][CH2:23][CH2:22][CH:21]([CH3:28])[CH2:20][C@@H:19]([CH3:29])[C@H:18]([NH:30][C:31](=[O:37])[O:32][C:33]([CH3:36])([CH3:34])[CH3:35])[C:17](=[O:38])[N:16]2[CH2:39][C@H:40]([O:42][C:45]4[C:54]5[C:49](=[CH:50][C:51]([O:55][CH3:56])=[CH:52][CH:53]=5)[N:48]=[C:47]([C:57]5[CH:62]=[CH:61][C:60]([O:63][CH:64]([CH3:66])[CH3:65])=[CH:59][CH:58]=5)[CH:46]=4)[CH2:41][C@H:15]2[C:14](=[O:43])[NH:13]3)=[O:11])(=[O:7])=[O:8])[CH2:5][CH2:4]1. The yield is 0.600. (6) The reactants are Cl.[N:2]1([C:8]2[CH:13]=[CH:12][C:11]([NH:14][C:15]([C:17]3[N:18]=[C:19]([C:26]4[CH:31]=[CH:30][CH:29]=[CH:28][CH:27]=4)[O:20][C:21]=3[C:22]([F:25])([F:24])[F:23])=[O:16])=[CH:10][CH:9]=2)[CH2:7][CH2:6][NH:5][CH2:4][CH2:3]1.[NH:32]1[C:36]([CH2:37][C:38](O)=[O:39])=[N:35][N:34]=[N:33]1.C(N(CC)CC)C.F[P-](F)(F)(F)(F)F.N1(O[P+](N(C)C)(N(C)C)N(C)C)C2C=CC=CC=2N=N1. The catalyst is CN(C=O)C.C(Cl)Cl. The product is [NH:32]1[C:36]([CH2:37][C:38]([N:5]2[CH2:6][CH2:7][N:2]([C:8]3[CH:13]=[CH:12][C:11]([NH:14][C:15]([C:17]4[N:18]=[C:19]([C:26]5[CH:31]=[CH:30][CH:29]=[CH:28][CH:27]=5)[O:20][C:21]=4[C:22]([F:23])([F:25])[F:24])=[O:16])=[CH:10][CH:9]=3)[CH2:3][CH2:4]2)=[O:39])=[N:35][N:34]=[N:33]1. The yield is 0.420. (7) The reactants are Br[C:2]1[C:3]([O:31][CH2:32][C:33]([F:36])([F:35])[F:34])=[N:4][CH:5]=[C:6]([CH:30]=1)[C:7]([NH:9][CH2:10][CH2:11][NH:12][C:13]([C:15]1[C:16]([C:26]([F:29])([F:28])[F:27])=[N:17][N:18]([C:20]2[CH:25]=[CH:24][CH:23]=[CH:22][CH:21]=2)[CH:19]=1)=[O:14])=[O:8].[Br-].[CH2:38]([Zn+])[CH2:39][CH3:40]. The catalyst is C1COCC1.C1C=CC(P(C2C=CC=CC=2)[C-]2C=CC=C2)=CC=1.C1C=CC(P(C2C=CC=CC=2)[C-]2C=CC=C2)=CC=1.Cl[Pd]Cl.[Fe+2].ClCCl. The product is [C:20]1([N:18]2[CH:19]=[C:15]([C:13]([NH:12][CH2:11][CH2:10][NH:9][C:7](=[O:8])[C:6]3[CH:30]=[C:2]([CH2:38][CH2:39][CH3:40])[C:3]([O:31][CH2:32][C:33]([F:36])([F:35])[F:34])=[N:4][CH:5]=3)=[O:14])[C:16]([C:26]([F:29])([F:28])[F:27])=[N:17]2)[CH:25]=[CH:24][CH:23]=[CH:22][CH:21]=1. The yield is 0.340. (8) The reactants are C([O:8][C:9]1[CH:14]=[CH:13][C:12]([C:15]2[N:20]=[C:19]3[NH:21][N:22]=[C:23]([C:24]4[O:25][CH:26]=[CH:27][CH:28]=4)[C:18]3=[C:17]([C:29]3[CH:34]=[CH:33][C:32]([N:35]4[CH2:40][CH2:39][N:38]([C:41]([O:43][C:44]([CH3:47])([CH3:46])[CH3:45])=[O:42])[CH2:37][CH2:36]4)=[CH:31][CH:30]=3)[C:16]=2[C:48]#[N:49])=[CH:11][C:10]=1[CH3:50])C1C=CC=CC=1.C1CC=CCC=1. The catalyst is [Pd].CO.C(Cl)Cl. The product is [C:48]([C:16]1[C:17]([C:29]2[CH:30]=[CH:31][C:32]([N:35]3[CH2:36][CH2:37][N:38]([C:41]([O:43][C:44]([CH3:47])([CH3:46])[CH3:45])=[O:42])[CH2:39][CH2:40]3)=[CH:33][CH:34]=2)=[C:18]2[C:23]([C:24]3[O:25][CH:26]=[CH:27][CH:28]=3)=[N:22][NH:21][C:19]2=[N:20][C:15]=1[C:12]1[CH:13]=[CH:14][C:9]([OH:8])=[C:10]([CH3:50])[CH:11]=1)#[N:49]. The yield is 0.500.